From a dataset of Full USPTO retrosynthesis dataset with 1.9M reactions from patents (1976-2016). Predict the reactants needed to synthesize the given product. (1) Given the product [CH3:27][C:28]1([CH3:36])[O:32][C@@H:31]([CH2:33][O:34][NH:35][C:4]([C:6]2[N:14]([CH3:15])[C:13]3[CH:12]=[CH:11][N:10]=[CH:9][C:8]=3[C:7]=2[NH:16][C:17]2[CH:22]=[CH:21][C:20]([I:23])=[CH:19][C:18]=2[F:24])=[O:5])[CH2:30][O:29]1, predict the reactants needed to synthesize it. The reactants are: C(O[C:4]([C:6]1[N:14]([CH3:15])[C:13]2[CH:12]=[CH:11][N:10]=[CH:9][C:8]=2[C:7]=1[NH:16][C:17]1[CH:22]=[CH:21][C:20]([I:23])=[CH:19][C:18]=1[F:24])=[O:5])C.[OH-].[Na+].[CH3:27][C:28]1([CH3:36])[O:32][C@@H:31]([CH2:33][O:34][NH2:35])[CH2:30][O:29]1.CCN=C=NCCCN(C)C.C1C=CC2N(O)N=NC=2C=1.CCN(C(C)C)C(C)C. (2) Given the product [F:1][C:2]1[CH:21]=[CH:20][C:5]2[C:6]([C:9]3[CH:14]=[CH:13][C:12]([O:15][CH2:16][CH:17]([OH:18])[CH2:19][N:26]4[CH2:27][CH2:28][CH2:29][CH:25]4[CH2:24][O:23][CH3:22])=[CH:11][CH:10]=3)=[N:7][O:8][C:4]=2[CH:3]=1, predict the reactants needed to synthesize it. The reactants are: [F:1][C:2]1[CH:21]=[CH:20][C:5]2[C:6]([C:9]3[CH:14]=[CH:13][C:12]([O:15][CH2:16][C@H:17]4[CH2:19][O:18]4)=[CH:11][CH:10]=3)=[N:7][O:8][C:4]=2[CH:3]=1.[CH3:22][O:23][CH2:24][C@@H:25]1[CH2:29][CH2:28][CH2:27][NH:26]1. (3) Given the product [CH3:10][O:9][C:7]1[CH:6]=[C:5]([CH2:11][C@@H:12]2[C@:21]3([CH3:22])[C@H:16]([C:17]([CH3:23])([CH3:24])[CH2:18][CH2:19][CH2:20]3)[CH2:15][CH2:14][C@@H:13]2[C:25]([OH:29])=[O:26])[CH:4]=[C:3]([O:2][CH3:1])[CH:8]=1, predict the reactants needed to synthesize it. The reactants are: [CH3:1][O:2][C:3]1[CH:4]=[C:5]([CH2:11][C@@H:12]2[C@:21]3([CH3:22])[C@H:16]([C:17]([CH3:24])([CH3:23])[CH2:18][CH2:19][CH2:20]3)[CH2:15][CH2:14][C@@H:13]2[CH:25]=[O:26])[CH:6]=[C:7]([O:9][CH3:10])[CH:8]=1.S(=O)(=O)([OH:29])N.Cl([O-])=O.[Na+].